This data is from Forward reaction prediction with 1.9M reactions from USPTO patents (1976-2016). The task is: Predict the product of the given reaction. (1) Given the reactants [C:1]([C:4]1[C:13]2[C:8](=[CH:9][CH:10]=[CH:11][CH:12]=2)[C:7]([C:14]([OH:16])=O)=[CH:6][CH:5]=1)(=[O:3])[CH3:2].C1N=CN(C(N2C=NC=C2)=O)C=1.Cl.[NH2:30][CH2:31][C:32]([NH:34][CH2:35][C:36]([F:39])([F:38])[F:37])=[O:33].C(=O)([O-])[O-].[Na+].[Na+], predict the reaction product. The product is: [C:1]([C:4]1[C:13]2[C:8](=[CH:9][CH:10]=[CH:11][CH:12]=2)[C:7]([C:14]([NH:30][CH2:31][C:32](=[O:33])[NH:34][CH2:35][C:36]([F:39])([F:38])[F:37])=[O:16])=[CH:6][CH:5]=1)(=[O:3])[CH3:2]. (2) Given the reactants [Br:1][C:2]1[CH:3]=[C:4]([CH2:11]O)[CH:5]=[C:6]([N+:8]([O-:10])=[O:9])[CH:7]=1.C(N(CC)CC)C.CS(Cl)(=O)=O.[CH3:25][CH:26]1[O:31][CH:30]([CH3:32])[CH2:29][NH:28][CH2:27]1, predict the reaction product. The product is: [Br:1][C:2]1[CH:3]=[C:4]([CH:5]=[C:6]([N+:8]([O-:10])=[O:9])[CH:7]=1)[CH2:11][N:28]1[CH2:27][CH:26]([CH3:25])[O:31][CH:30]([CH3:32])[CH2:29]1. (3) Given the reactants [CH:1]1([CH:7]2[CH2:15][C:14]3[C:9](=[CH:10][CH:11]=[C:12]([C:16]4[N:20]([CH2:21][CH3:22])[N:19]=[C:18]([C:23]([F:26])([F:25])[F:24])[CH:17]=4)[CH:13]=3)[N:8]2S(C(F)(F)F)(=O)=O)[CH2:6][CH2:5][CH2:4][CH2:3][CH2:2]1.[H-].[Al+3].[Li+].[H-].[H-].[H-].[CH2:40](OCC)C, predict the reaction product. The product is: [CH:1]1([CH2:7][CH2:15][C:14]2[CH:13]=[C:12]([C:16]3[N:20]([CH2:21][CH3:22])[N:19]=[C:18]([C:23]([F:24])([F:25])[F:26])[CH:17]=3)[CH:11]=[CH:10][C:9]=2[NH:8][CH3:40])[CH2:2][CH2:3][CH2:4][CH2:5][CH2:6]1. (4) The product is: [F:27][C:2]1([F:1])[CH2:7][CH2:6][CH:5]([CH2:8][C:9]2[N:13]3[C:14]([CH3:20])=[CH:15][C:16]([C:18]#[N:19])=[CH:17][C:12]3=[N:11][C:10]=2[CH:21]([S:23]([CH2:26][CH3:28])(=[O:24])=[O:25])[CH3:22])[CH2:4][CH2:3]1. Given the reactants [F:1][C:2]1([F:27])[CH2:7][CH2:6][CH:5]([CH2:8][C:9]2[N:13]3[C:14]([CH3:20])=[CH:15][C:16]([C:18]#[N:19])=[CH:17][C:12]3=[N:11][C:10]=2[CH:21]([S:23]([CH3:26])(=[O:25])=[O:24])[CH3:22])[CH2:4][CH2:3]1.[CH2:28]([Li])CCC.IC.[Cl-].[NH4+], predict the reaction product. (5) Given the reactants [CH2:1]([O:3][C:4]([C:6]1[CH:37]=[CH:36][C:9]([NH:10][C:11]2[N:12]=[C:13]([CH3:35])[C:14]3[CH:20]=[CH:19][C:18](=[O:21])[N:17]([C:22]4[CH:34]=[CH:33][C:25]([C:26]([O:28][C:29](C)(C)C)=[O:27])=[CH:24][CH:23]=4)[C:15]=3[N:16]=2)=[CH:8][CH:7]=1)=[O:5])C.OS(O)(=O)=O, predict the reaction product. The product is: [CH3:29][O:28][C:26]([C:25]1[CH:33]=[CH:34][C:22]([N:17]2[C:15]3[N:16]=[C:11]([NH:10][C:9]4[CH:8]=[CH:7][C:6]([C:4]([O:3][CH3:1])=[O:5])=[CH:37][CH:36]=4)[N:12]=[C:13]([CH3:35])[C:14]=3[CH:20]=[CH:19][C:18]2=[O:21])=[CH:23][CH:24]=1)=[O:27].